From a dataset of NCI-60 drug combinations with 297,098 pairs across 59 cell lines. Regression. Given two drug SMILES strings and cell line genomic features, predict the synergy score measuring deviation from expected non-interaction effect. Drug 1: CC1OCC2C(O1)C(C(C(O2)OC3C4COC(=O)C4C(C5=CC6=C(C=C35)OCO6)C7=CC(=C(C(=C7)OC)O)OC)O)O. Drug 2: C1=CN(C=N1)CC(O)(P(=O)(O)O)P(=O)(O)O. Cell line: K-562. Synergy scores: CSS=0.0485, Synergy_ZIP=-13.4, Synergy_Bliss=-28.0, Synergy_Loewe=-32.9, Synergy_HSA=-26.7.